From a dataset of NCI-60 drug combinations with 297,098 pairs across 59 cell lines. Regression. Given two drug SMILES strings and cell line genomic features, predict the synergy score measuring deviation from expected non-interaction effect. (1) Cell line: NCI-H522. Drug 2: CC1C(C(=O)NC(C(=O)N2CCCC2C(=O)N(CC(=O)N(C(C(=O)O1)C(C)C)C)C)C(C)C)NC(=O)C3=C4C(=C(C=C3)C)OC5=C(C(=O)C(=C(C5=N4)C(=O)NC6C(OC(=O)C(N(C(=O)CN(C(=O)C7CCCN7C(=O)C(NC6=O)C(C)C)C)C)C(C)C)C)N)C. Drug 1: CC12CCC(CC1=CCC3C2CCC4(C3CC=C4C5=CN=CC=C5)C)O. Synergy scores: CSS=12.3, Synergy_ZIP=13.3, Synergy_Bliss=16.6, Synergy_Loewe=16.0, Synergy_HSA=15.7. (2) Drug 1: CC1=C2C(C(=O)C3(C(CC4C(C3C(C(C2(C)C)(CC1OC(=O)C(C(C5=CC=CC=C5)NC(=O)OC(C)(C)C)O)O)OC(=O)C6=CC=CC=C6)(CO4)OC(=O)C)O)C)O. Drug 2: CC1=C(C(=O)C2=C(C1=O)N3CC4C(C3(C2COC(=O)N)OC)N4)N. Cell line: NCIH23. Synergy scores: CSS=42.1, Synergy_ZIP=4.12, Synergy_Bliss=4.35, Synergy_Loewe=-2.50, Synergy_HSA=1.20. (3) Drug 1: C1=NC2=C(N1)C(=S)N=C(N2)N. Drug 2: CC1CCCC2(C(O2)CC(NC(=O)CC(C(C(=O)C(C1O)C)(C)C)O)C(=CC3=CSC(=N3)C)C)C. Cell line: NCI-H322M. Synergy scores: CSS=40.1, Synergy_ZIP=3.85, Synergy_Bliss=4.12, Synergy_Loewe=4.23, Synergy_HSA=4.26.